From a dataset of Full USPTO retrosynthesis dataset with 1.9M reactions from patents (1976-2016). Predict the reactants needed to synthesize the given product. (1) Given the product [CH2:1]([N:8]1[CH:9]2[CH2:15][CH2:14][CH:13]1[CH2:12][CH:11]([NH2:16])[CH2:10]2)[C:2]1[CH:3]=[CH:4][CH:5]=[CH:6][CH:7]=1, predict the reactants needed to synthesize it. The reactants are: [CH2:1]([N:8]1[CH:13]2[CH2:14][CH2:15][CH:9]1[CH2:10][C:11](=[N:16]O)[CH2:12]2)[C:2]1[CH:7]=[CH:6][CH:5]=[CH:4][CH:3]=1.[Na].Cl. (2) Given the product [CH2:12]([C:9]1[S:8][C:4]2[N:5]=[CH:6][N:7]=[C:2]([O:14][C@H:15]([CH2:20][C:21]3[CH:26]=[CH:25][CH:24]=[CH:23][CH:22]=3)[C:16]([O:18][CH3:19])=[O:17])[C:3]=2[C:10]=1[I:11])[CH3:13], predict the reactants needed to synthesize it. The reactants are: Cl[C:2]1[C:3]2[C:10]([I:11])=[C:9]([CH2:12][CH3:13])[S:8][C:4]=2[N:5]=[CH:6][N:7]=1.[OH:14][C@H:15]([CH2:20][C:21]1[CH:26]=[CH:25][CH:24]=[CH:23][CH:22]=1)[C:16]([O:18][CH3:19])=[O:17].C([O-])([O-])=O.[Cs+].[Cs+].Cl. (3) The reactants are: [CH3:1][C:2]1[C:6]2[CH:7]=[C:8]([N:11]3[CH2:16][CH2:15][O:14][CH2:13][CH2:12]3)[CH:9]=[CH:10][C:5]=2[O:4][C:3]=1[C:17](OC)=[O:18].[H-].[Al+3].[Li+].[H-].[H-].[H-].C[N+]1([O-])CCOCC1. Given the product [CH3:1][C:2]1[C:6]2[CH:7]=[C:8]([N:11]3[CH2:16][CH2:15][O:14][CH2:13][CH2:12]3)[CH:9]=[CH:10][C:5]=2[O:4][C:3]=1[CH:17]=[O:18], predict the reactants needed to synthesize it. (4) Given the product [N:27]1[CH:28]=[CH:29][CH:30]=[CH:31][C:26]=1[CH2:24][NH:1][C:2]1[CH:3]=[CH:4][C:5]([NH:8][C:9]([C:11]2[C:23]3[CH2:22][C:21]4[C:16](=[CH:17][CH:18]=[CH:19][CH:20]=4)[C:15]=3[CH:14]=[CH:13][CH:12]=2)=[O:10])=[CH:6][CH:7]=1, predict the reactants needed to synthesize it. The reactants are: [NH2:1][C:2]1[CH:7]=[CH:6][C:5]([NH:8][C:9]([C:11]2[C:23]3[CH2:22][C:21]4[C:16](=[CH:17][CH:18]=[CH:19][CH:20]=4)[C:15]=3[CH:14]=[CH:13][CH:12]=2)=[O:10])=[CH:4][CH:3]=1.[CH:24]([C:26]1[CH:31]=[CH:30][CH:29]=[CH:28][N:27]=1)=O.C(O)(=O)C.C(O[BH-](OC(=O)C)OC(=O)C)(=O)C.[Na+]. (5) Given the product [CH:23]1([C:26]([C:28]2[C:33]3[N:34]4[CH2:40][CH2:39][CH2:38][N:37]([C:41]5[CH:46]=[CH:45][C:44]([Cl:47])=[CH:43][C:42]=5[Cl:48])[C:35]4=[N:36][C:32]=3[CH:31]=[CH:30][CH:29]=2)=[O:27])[CH2:25][CH2:24]1, predict the reactants needed to synthesize it. The reactants are: CC(OI1(OC(C)=O)(OC(C)=O)OC(=O)C2C=CC=CC1=2)=O.[CH:23]1([CH:26]([C:28]2[C:33]3[N:34]4[CH2:40][CH2:39][CH2:38][N:37]([C:41]5[CH:46]=[CH:45][C:44]([Cl:47])=[CH:43][C:42]=5[Cl:48])[C:35]4=[N:36][C:32]=3[CH:31]=[CH:30][CH:29]=2)[OH:27])[CH2:25][CH2:24]1. (6) The reactants are: FC(F)(F)S(O[C:7]1[C:12]2[CH2:13][O:14][C@@H:15]3[C@@H:19]([C:11]=2[CH:10]=[CH:9][CH:8]=1)[CH2:18][N:17]([C:20]([O:22][C:23]([CH3:26])([CH3:25])[CH3:24])=[O:21])[CH2:16]3)(=O)=O.[C:29]1(B(O)O)[CH2:33][CH2:32][CH2:31][CH:30]=1.C(=O)([O-])[O-].[K+].[K+].O. Given the product [C:29]1([C:7]2[C:12]3[CH2:13][O:14][C@@H:15]4[C@@H:19]([C:11]=3[CH:10]=[CH:9][CH:8]=2)[CH2:18][N:17]([C:20]([O:22][C:23]([CH3:26])([CH3:24])[CH3:25])=[O:21])[CH2:16]4)[CH2:33][CH2:32][CH2:31][CH:30]=1, predict the reactants needed to synthesize it. (7) Given the product [OH:35][CH2:34][CH2:33][CH2:32][NH:31][C:22]([NH:21][C:16]1[C:17]([CH3:20])=[C:18]([CH3:19])[C:13]2[O:12][CH2:11][CH:10]([C:7]3[CH:6]=[CH:5][C:4]([CH:1]([CH3:2])[CH3:3])=[CH:9][CH:8]=3)[C:14]=2[C:15]=1[CH3:30])=[O:29], predict the reactants needed to synthesize it. The reactants are: [CH:1]([C:4]1[CH:9]=[CH:8][C:7]([CH:10]2[C:14]3[C:15]([CH3:30])=[C:16]([NH:21][C:22](=[O:29])OCC(Cl)(Cl)Cl)[C:17]([CH3:20])=[C:18]([CH3:19])[C:13]=3[O:12][CH2:11]2)=[CH:6][CH:5]=1)([CH3:3])[CH3:2].[NH2:31][CH2:32][CH2:33][CH2:34][OH:35].